Dataset: Forward reaction prediction with 1.9M reactions from USPTO patents (1976-2016). Task: Predict the product of the given reaction. (1) Given the reactants [N:1]1[CH:6]=[CH:5][CH:4]=[CH:3][C:2]=1[NH:7][C:8]([C:10]1[N:11]([CH3:25])[C:12]([C:15]2[S:23][C:22]3[C:17](=[N:18][CH:19]=[CH:20][C:21]=3Cl)[CH:16]=2)=[CH:13][N:14]=1)=[O:9].[CH3:26][C:27]1[NH:28][C:29]2[C:34]([CH:35]=1)=[CH:33][C:32]([NH2:36])=[CH:31][CH:30]=2, predict the reaction product. The product is: [N:1]1[CH:6]=[CH:5][CH:4]=[CH:3][C:2]=1[NH:7][C:8]([C:10]1[N:11]([CH3:25])[C:12]([C:15]2[S:23][C:22]3[C:17](=[N:18][CH:19]=[CH:20][C:21]=3[NH:36][C:32]3[CH:33]=[C:34]4[C:29](=[CH:30][CH:31]=3)[NH:28][C:27]([CH3:26])=[CH:35]4)[CH:16]=2)=[CH:13][N:14]=1)=[O:9]. (2) Given the reactants S(=O)(=O)(O)O.[F:6][C:7]([F:16])([F:15])[C:8]1[CH:9]=[C:10]([CH:12]=[CH:13][CH:14]=1)[NH2:11].O[CH2:18][CH:19]([CH2:21]O)O.C(=O)([O-])[O-].[Na+].[Na+], predict the reaction product. The product is: [F:6][C:7]([F:15])([F:16])[C:8]1[CH:9]=[C:10]2[C:12]([CH:18]=[CH:19][CH:21]=[N:11]2)=[CH:13][CH:14]=1. (3) Given the reactants [F:1][C:2]1[CH:3]=[C:4]2[C:9](=[O:10])[NH:8][C:7]([C:11]3[CH:16]=[CH:15][C:14]([C:17](=[CH2:22])[CH2:18][CH2:19][CH2:20][OH:21])=[CH:13][CH:12]=3)=[CH:6][N:5]2[CH:23]=1.FC1C=C2C(=O)NC(C3C=CC(/C(/C)=C/CCO)=CC=3)=CN2C=1, predict the reaction product. The product is: [F:1][C:2]1[CH:3]=[C:4]2[C:9](=[O:10])[NH:8][C:7]([C:11]3[CH:12]=[CH:13][C:14]([C:17]4([CH3:22])[CH2:18][CH2:19][CH2:20][O:21]4)=[CH:15][CH:16]=3)=[CH:6][N:5]2[CH:23]=1.